From a dataset of Reaction yield outcomes from USPTO patents with 853,638 reactions. Predict the reaction yield, written as a fraction of the theoretical maximum amount of product (1.0 means a 100% yield; for example, 0.34 means a 34% yield). (1) The reactants are [H-].[Al+3].[Li+].[H-].[H-].[H-].[NH2:7][C:8]1[CH:16]=[CH:15][CH:14]=[C:13]([Cl:17])[C:9]=1[C:10](O)=[O:11]. The catalyst is O1CCCC1. The product is [NH2:7][C:8]1[CH:16]=[CH:15][CH:14]=[C:13]([Cl:17])[C:9]=1[CH2:10][OH:11]. The yield is 0.520. (2) The reactants are [F:1][C:2]1[C:7]([C:8]([OH:10])=O)=[CH:6][CH:5]=[CH:4][N:3]=1.C1C=CC2N(O)N=NC=2C=1.CCN(CC)CC.[F:28][C:29]1[C:34]([F:35])=[CH:33][CH:32]=[CH:31][C:30]=1[NH:36][C:37]1[CH:42]=[CH:41][N:40]=[CH:39][C:38]=1[NH2:43].C(Cl)CCl. The catalyst is CN(C=O)C.O. The product is [F:28][C:29]1[C:34]([F:35])=[CH:33][CH:32]=[CH:31][C:30]=1[NH:36][C:37]1[CH:42]=[CH:41][N:40]=[CH:39][C:38]=1[NH:43][C:8]([C:7]1[C:2]([F:1])=[N:3][CH:4]=[CH:5][CH:6]=1)=[O:10]. The yield is 0.450. (3) The reactants are [CH:1]1([CH2:6][C:7]([NH:9][C:10]2[C:15]([O:16][CH3:17])=[CH:14][CH:13]=[C:12]([N+:18]([O-])=O)[C:11]=2[CH3:21])=[O:8])[CH2:5][CH2:4][CH2:3][CH2:2]1. The catalyst is C(O)C.[Ni]. The product is [NH2:18][C:12]1[C:11]([CH3:21])=[C:10]([NH:9][C:7](=[O:8])[CH2:6][CH:1]2[CH2:2][CH2:3][CH2:4][CH2:5]2)[C:15]([O:16][CH3:17])=[CH:14][CH:13]=1. The yield is 0.850. (4) The reactants are [S:1]1[C:5]([C:6]2[CH:7]=[C:8]([NH2:15])[CH:9]=[C:10]3[C:14]=2[NH:13][N:12]=[CH:11]3)=[CH:4][C:3]2[CH:16]=[CH:17][CH:18]=[CH:19][C:2]1=2.C(N(C(C)C)C(C)C)C.[O:29]=[C:30]1[NH:35][C:34]2[CH:36]=[C:37]([S:40](Cl)(=[O:42])=[O:41])[CH:38]=[CH:39][C:33]=2[O:32][CH2:31]1. The catalyst is CN(C=O)C. The product is [S:1]1[C:5]([C:6]2[CH:7]=[C:8]([NH:15][S:40]([C:37]3[CH:38]=[CH:39][C:33]4[O:32][CH2:31][C:30](=[O:29])[NH:35][C:34]=4[CH:36]=3)(=[O:42])=[O:41])[CH:9]=[C:10]3[C:14]=2[NH:13][N:12]=[CH:11]3)=[CH:4][C:3]2[CH:16]=[CH:17][CH:18]=[CH:19][C:2]1=2. The yield is 0.580. (5) The reactants are [C:1]1([C:7]2[N:11]=[C:10]([N:12]3[CH2:17][CH2:16][NH:15][CH2:14][CH2:13]3)[S:9][N:8]=2)[CH:6]=[CH:5][CH:4]=[CH:3][CH:2]=1.C(N(CC)CC)C.[C:25]([C:27]1[CH:28]=[C:29]([N:33]=[C:34]=[O:35])[CH:30]=[CH:31][CH:32]=1)#[N:26]. The product is [C:25]([C:27]1[CH:28]=[C:29]([NH:33][C:34]([N:15]2[CH2:16][CH2:17][N:12]([C:10]3[S:9][N:8]=[C:7]([C:1]4[CH:2]=[CH:3][CH:4]=[CH:5][CH:6]=4)[N:11]=3)[CH2:13][CH2:14]2)=[O:35])[CH:30]=[CH:31][CH:32]=1)#[N:26]. The catalyst is O1CCCC1. The yield is 0.644. (6) The reactants are [C:1]([O:5][C:6](=[O:23])[N:7]([CH2:13][C:14]1[CH:22]=[CH:21][C:17]2[O:18][CH2:19][O:20][C:16]=2[CH:15]=1)[CH2:8][CH2:9][CH2:10][NH:11][CH3:12])([CH3:4])([CH3:3])[CH3:2].C(N(CC)CC)C.[Cl:31][C:32]1[N:36]=[C:35](Cl)[S:34][N:33]=1.O. The catalyst is C(Cl)Cl. The product is [C:1]([O:5][C:6](=[O:23])[N:7]([CH2:13][C:14]1[CH:22]=[CH:21][C:17]2[O:18][CH2:19][O:20][C:16]=2[CH:15]=1)[CH2:8][CH2:9][CH2:10][N:11]([C:35]1[S:34][N:33]=[C:32]([Cl:31])[N:36]=1)[CH3:12])([CH3:4])([CH3:2])[CH3:3]. The yield is 0.940. (7) The yield is 0.310. The reactants are Br[C:2]1[CH:3]=[C:4]([CH2:17][N:18]([CH3:26])[C:19](=[O:25])[O:20][C:21]([CH3:24])([CH3:23])[CH3:22])[S:5][C:6]=1[S:7]([C:10]1[CH:15]=[CH:14][CH:13]=[C:12]([F:16])[CH:11]=1)(=[O:9])=[O:8].[Cl:27][C:28]1[C:33](B(O)O)=[CH:32][CH:31]=[CH:30][N:29]=1.C(=O)([O-])[O-].[Na+].[Na+].COCCOC. The catalyst is C1C=CC([P]([Pd]([P](C2C=CC=CC=2)(C2C=CC=CC=2)C2C=CC=CC=2)([P](C2C=CC=CC=2)(C2C=CC=CC=2)C2C=CC=CC=2)[P](C2C=CC=CC=2)(C2C=CC=CC=2)C2C=CC=CC=2)(C2C=CC=CC=2)C2C=CC=CC=2)=CC=1.O. The product is [Cl:27][C:28]1[C:33]([C:2]2[CH:3]=[C:4]([CH2:17][N:18]([CH3:26])[C:19](=[O:25])[O:20][C:21]([CH3:24])([CH3:23])[CH3:22])[S:5][C:6]=2[S:7]([C:10]2[CH:15]=[CH:14][CH:13]=[C:12]([F:16])[CH:11]=2)(=[O:9])=[O:8])=[CH:32][CH:31]=[CH:30][N:29]=1.